From a dataset of HIV replication inhibition screening data with 41,000+ compounds from the AIDS Antiviral Screen. Binary Classification. Given a drug SMILES string, predict its activity (active/inactive) in a high-throughput screening assay against a specified biological target. (1) The drug is CCOC(=O)C1=C(C)N(C2OC(COC(C)=O)C(OC(C)=O)C(OC(C)=O)C2OC(C)=O)C(=O)NC1c1ccccc1. The result is 0 (inactive). (2) The molecule is CC(=O)OC1CCC(OC(C)=O)C2C3SC(c4ccccc43)C12. The result is 0 (inactive). (3) The drug is CC(=O)C(=Cn1ccc(=O)[nH]c1=S)C(=O)Nc1ccccc1. The result is 0 (inactive). (4) The result is 0 (inactive). The molecule is CN(C)CCNC(=O)Cn1ccc(=O)c2cc([N+](=O)[O-])ccc21.Cl. (5) The drug is Cc1c(C(=O)O)n2c(=S)[nH]nc2c2ccccc12. The result is 0 (inactive). (6) The drug is COc1ccccc1NC(=O)C(=Cc1ccccc1)C(C)=O. The result is 0 (inactive).